Dataset: Full USPTO retrosynthesis dataset with 1.9M reactions from patents (1976-2016). Task: Predict the reactants needed to synthesize the given product. (1) Given the product [CH3:26][C:24]1[CH:23]=[C:4]([CH:3]=[C:2]([CH3:1])[CH:25]=1)[O:5][C:6]1[CH:13]=[CH:12][C:9]([C:10]#[N:11])=[CH:8][C:7]=1[S:14]([N:17]1[CH2:22][CH2:21][N:20]([C:27](=[O:30])[CH2:28][CH3:29])[CH2:19][CH2:18]1)(=[O:16])=[O:15], predict the reactants needed to synthesize it. The reactants are: [CH3:1][C:2]1[CH:3]=[C:4]([CH:23]=[C:24]([CH3:26])[CH:25]=1)[O:5][C:6]1[CH:13]=[CH:12][C:9]([C:10]#[N:11])=[CH:8][C:7]=1[S:14]([N:17]1[CH2:22][CH2:21][NH:20][CH2:19][CH2:18]1)(=[O:16])=[O:15].[C:27](Cl)(=[O:30])[CH2:28][CH3:29].C(N(CC)CC)C. (2) The reactants are: [CH:1]([N:4]1[CH2:9][CH2:8][CH:7]([O:10][C:11]2[CH:12]=[C:13]3[C:17](=[CH:18][CH:19]=2)[NH:16][C:15]([C:20]([N:22]2[CH2:27][CH2:26][O:25][CH2:24][CH2:23]2)=[O:21])=[CH:14]3)[CH2:6][CH2:5]1)([CH3:3])[CH3:2].[Cl:28][C:29]1[CH:34]=[CH:33][C:32](B(O)O)=[CH:31][CH:30]=1. Given the product [Cl:28][C:29]1[CH:34]=[CH:33][C:32]([N:16]2[C:17]3[C:13](=[CH:12][C:11]([O:10][CH:7]4[CH2:6][CH2:5][N:4]([CH:1]([CH3:3])[CH3:2])[CH2:9][CH2:8]4)=[CH:19][CH:18]=3)[CH:14]=[C:15]2[C:20]([N:22]2[CH2:27][CH2:26][O:25][CH2:24][CH2:23]2)=[O:21])=[CH:31][CH:30]=1, predict the reactants needed to synthesize it. (3) Given the product [CH3:35][O:36][C:37]1[CH:38]=[C:39]([NH:43][C:44](=[S:70])[NH:45][C:46]2[CH:47]=[CH:48][C:49]([C:52]3[CH:53]=[C:54]4[C:58](=[CH:59][CH:60]=3)[C:57](=[O:61])[N:56]([C@@H:62]([CH:67]([CH3:68])[CH3:69])[C:63]([OH:65])=[O:64])[CH2:55]4)=[CH:50][CH:51]=2)[CH:40]=[CH:41][CH:42]=1, predict the reactants needed to synthesize it. The reactants are: FC1C=CC=CC=1NC(=S)NC1C=CC(C2C=C3C(=CC=2)C(=O)N([C@@H](C(C)C)C(O)=O)C3)=CC=1.[CH3:35][O:36][C:37]1[CH:38]=[C:39]([NH:43][C:44](=[S:70])[NH:45][C:46]2[CH:51]=[CH:50][C:49]([C:52]3[CH:53]=[C:54]4[C:58](=[CH:59][CH:60]=3)[C:57](=[O:61])[N:56]([C@@H:62]([CH:67]([CH3:69])[CH3:68])[C:63]([O:65]C)=[O:64])[CH2:55]4)=[CH:48][CH:47]=2)[CH:40]=[CH:41][CH:42]=1. (4) The reactants are: [NH2:1][C:2]1[C:3]([N:10]2[CH2:15][CH2:14][CH:13]([N:16]3[C:20]4[CH:21]=[CH:22][CH:23]=[CH:24][C:19]=4[NH:18][C:17]3=[O:25])[CH2:12][CH2:11]2)=[N:4][CH:5]=[N:6][C:7]=1[NH:8][CH3:9].[CH3:26][C:27]1[N:32]=[CH:31][C:30]([CH:33]=O)=[CH:29][N:28]=1. Given the product [CH3:9][N:8]1[C:33]([C:30]2[CH:29]=[N:28][C:27]([CH3:26])=[N:32][CH:31]=2)=[N:1][C:2]2[C:7]1=[N:6][CH:5]=[N:4][C:3]=2[N:10]1[CH2:11][CH2:12][CH:13]([N:16]2[C:20]3[CH:21]=[CH:22][CH:23]=[CH:24][C:19]=3[NH:18][C:17]2=[O:25])[CH2:14][CH2:15]1, predict the reactants needed to synthesize it.